This data is from Forward reaction prediction with 1.9M reactions from USPTO patents (1976-2016). The task is: Predict the product of the given reaction. (1) Given the reactants [Cl:1][C:2]1[C:7]([Cl:8])=[CH:6][CH:5]=[CH:4][C:3]=1[CH2:9][N:10]1[C:14]2[CH:15]=[C:16]([N:22]3[CH2:27][CH2:26][O:25][CH2:24][CH2:23]3)[CH:17]=[C:18]([C:19]([NH2:21])=O)[C:13]=2[N:12]=[C:11]1[C:28]([F:31])([F:30])[F:29].COC(OC)[N:35]([CH3:37])C.O.[NH2:41]N, predict the reaction product. The product is: [Cl:1][C:2]1[C:7]([Cl:8])=[CH:6][CH:5]=[CH:4][C:3]=1[CH2:9][N:10]1[C:14]2[CH:15]=[C:16]([N:22]3[CH2:23][CH2:24][O:25][CH2:26][CH2:27]3)[CH:17]=[C:18]([C:19]3[N:21]=[CH:37][NH:35][N:41]=3)[C:13]=2[N:12]=[C:11]1[C:28]([F:29])([F:30])[F:31]. (2) Given the reactants [C:1]([C:3]1[N:8]=[CH:7][C:6]([NH:9][C@@H:10]2[CH2:15][CH2:14][CH2:13][CH2:12][C@@H:11]2[NH:16]C(=O)OC(C)(C)C)=[CH:5][C:4]=1[NH:24][C:25]1[CH:30]=[CH:29][C:28]([C:31]#[N:32])=[C:27]([CH3:33])[N:26]=1)#[N:2].FC(F)(F)C(O)=O, predict the reaction product. The product is: [NH2:16][C@H:11]1[CH2:12][CH2:13][CH2:14][CH2:15][C@H:10]1[NH:9][C:6]1[CH:5]=[C:4]([NH:24][C:25]2[CH:30]=[CH:29][C:28]([C:31]#[N:32])=[C:27]([CH3:33])[N:26]=2)[C:3]([C:1]#[N:2])=[N:8][CH:7]=1. (3) Given the reactants [CH:1]1([N:4]2[C:8]([N:9]3[CH2:15][CH2:14][CH:13]([O:16][CH3:17])[CH:12]([NH:18]C(=O)OC(C)(C)C)[CH2:11][CH2:10]3)=[C:7]([N+:26]([O-])=O)[CH:6]=[N:5]2)[CH2:3][CH2:2]1.C(OC([NH:36][C:37]1[S:41][C:40]([C:42]2[C:47]([F:48])=[CH:46][CH:45]=[CH:44][C:43]=2[F:49])=[N:39][C:38]=1[C:50](O)=[O:51])=O)(C)(C)C, predict the reaction product. The product is: [NH2:36][C:37]1[S:41][C:40]([C:42]2[C:47]([F:48])=[CH:46][CH:45]=[CH:44][C:43]=2[F:49])=[N:39][C:38]=1[C:50]([NH:26][C:7]1[CH:6]=[N:5][N:4]([CH:1]2[CH2:2][CH2:3]2)[C:8]=1[N:9]1[CH2:15][CH2:14][C@@H:13]([O:16][CH3:17])[C@@H:12]([NH2:18])[CH2:11][CH2:10]1)=[O:51]. (4) Given the reactants [F:1][C:2]1[CH:7]=[C:6](B2OC(C)(C)C(C)(C)O2)[CH:5]=[CH:4][C:3]=1[C:17]1[N:18]=[CH:19][C:20]([NH2:23])=[N:21][CH:22]=1.Br[C:25]1[CH:30]=[CH:29][CH:28]=[CH:27][C:26]=1[S:31]([N:34]([CH2:37][CH3:38])[CH2:35][CH3:36])(=[O:33])=[O:32], predict the reaction product. The product is: [NH2:23][C:20]1[N:21]=[CH:22][C:17]([C:3]2[CH:4]=[CH:5][C:6]([C:25]3[C:26]([S:31]([N:34]([CH2:37][CH3:38])[CH2:35][CH3:36])(=[O:32])=[O:33])=[CH:27][CH:28]=[CH:29][CH:30]=3)=[CH:7][C:2]=2[F:1])=[N:18][CH:19]=1. (5) The product is: [CH3:1][O:2][C:3]1[C:12]([NH:13][C:14]([N:34]2[CH2:33][CH2:32][N:31]([C:26]3[CH:25]=[C:24]([F:23])[CH:29]=[C:28]([F:30])[CH:27]=3)[CH2:36][CH2:35]2)=[O:22])=[CH:11][C:10]2[C:5](=[CH:6][CH:7]=[CH:8][CH:9]=2)[CH:4]=1. Given the reactants [CH3:1][O:2][C:3]1[C:12]([NH:13][C:14](=[O:22])OC2C=CC=CC=2)=[CH:11][C:10]2[C:5](=[CH:6][CH:7]=[CH:8][CH:9]=2)[CH:4]=1.[F:23][C:24]1[CH:25]=[C:26]([N:31]2[CH2:36][CH2:35][NH:34][CH2:33][CH2:32]2)[CH:27]=[C:28]([F:30])[CH:29]=1, predict the reaction product.